Predict the reaction yield, written as a fraction of the theoretical maximum amount of product (1.0 means a 100% yield; for example, 0.34 means a 34% yield). From a dataset of Reaction yield outcomes from USPTO patents with 853,638 reactions. (1) The reactants are [N:1]1[CH:6]=[CH:5][CH:4]=[C:3](B(O)O)[CH:2]=1.Br[C:11]1[N:12]=[CH:13][C:14]([NH2:17])=[N:15][CH:16]=1.C(=O)([O-])[O-].[Na+].[Na+].O. The catalyst is Cl[Pd](Cl)([P](C1C=CC=CC=1)(C1C=CC=CC=1)C1C=CC=CC=1)[P](C1C=CC=CC=1)(C1C=CC=CC=1)C1C=CC=CC=1.C(OCC)(=O)C. The product is [N:1]1[CH:6]=[CH:5][CH:4]=[C:3]([C:11]2[N:12]=[CH:13][C:14]([NH2:17])=[N:15][CH:16]=2)[CH:2]=1. The yield is 0.546. (2) The reactants are [CH3:1][C:2]1[CH:7]=[C:6]([N:8]2[CH2:13][CH2:12][O:11][CH2:10][CH2:9]2)[CH:5]=[C:4]([CH3:14])[C:3]=1[NH2:15].[CH:16]1([CH2:21][C:22](Cl)=[O:23])[CH2:20][CH2:19][CH2:18][CH2:17]1.O. The catalyst is C(#N)C. The product is [CH:16]1([CH2:21][C:22]([NH:15][C:3]2[C:2]([CH3:1])=[CH:7][C:6]([N:8]3[CH2:13][CH2:12][O:11][CH2:10][CH2:9]3)=[CH:5][C:4]=2[CH3:14])=[O:23])[CH2:20][CH2:19][CH2:18][CH2:17]1. The yield is 0.200. (3) The reactants are [Cl:1][C:2]1[CH:3]=[CH:4][C:5]([SH:11])=[C:6]([CH:10]=1)[C:7]([OH:9])=[O:8].SC1C=CC=CC=1C(O)=O.Br[C:23]1[CH:31]=[CH:30][C:29]([Cl:32])=[CH:28][C:24]=1[C:25]([OH:27])=[O:26]. No catalyst specified. The product is [S:11]([C:23]1[C:24]([C:25]([OH:27])=[O:26])=[CH:28][C:29]([Cl:32])=[CH:30][CH:31]=1)[C:5]1[C:6]([C:7]([OH:9])=[O:8])=[CH:10][C:2]([Cl:1])=[CH:3][CH:4]=1. The yield is 0.860. (4) The reactants are [F:1][C:2]1[CH:3]=[C:4]([NH:9][C:10]2[CH:11]=[CH:12][C:13]3[N:18]([CH3:19])[C:17](=O)[O:16][C:15]([CH2:23][CH3:24])([CH2:21][CH3:22])[C:14]=3[CH:25]=2)[CH:5]=[CH:6][C:7]=1[F:8].COC1C=CC(P2(SP(C3C=CC(OC)=CC=3)(=S)S2)=[S:35])=CC=1. The catalyst is C1(C)C=CC=CC=1. The product is [F:1][C:2]1[CH:3]=[C:4]([NH:9][C:10]2[CH:11]=[CH:12][C:13]3[N:18]([CH3:19])[C:17](=[S:35])[O:16][C:15]([CH2:23][CH3:24])([CH2:21][CH3:22])[C:14]=3[CH:25]=2)[CH:5]=[CH:6][C:7]=1[F:8]. The yield is 0.310. (5) The catalyst is O1CCCC1.CO. The product is [CH3:1][N:2]([S:23]([C:26]1[CH:31]=[CH:30][CH:29]=[CH:28][C:27]=1[C:32]([F:35])([F:34])[F:33])(=[O:25])=[O:24])[C:3]1[CH:4]=[CH:5][CH:6]=[C:7]2[C:11]=1[NH:10][C:9]([C:12]1[S:13][CH:14]([CH2:17][C:18]([OH:20])=[O:19])[CH2:15][N:16]=1)=[CH:8]2. The reactants are [CH3:1][N:2]([S:23]([C:26]1[CH:31]=[CH:30][CH:29]=[CH:28][C:27]=1[C:32]([F:35])([F:34])[F:33])(=[O:25])=[O:24])[C:3]1[CH:4]=[CH:5][CH:6]=[C:7]2[C:11]=1[NH:10][C:9]([C:12]1[S:13][CH:14]([CH2:17][C:18]([O:20]CC)=[O:19])[CH2:15][N:16]=1)=[CH:8]2.[OH-].[K+].C(O)(=O)CC(CC(O)=O)(C(O)=O)O. The yield is 0.720. (6) The reactants are [Cl-].O[NH3+:3].[C:4](=[O:7])([O-])[OH:5].[Na+].CS(C)=O.[CH2:13]([O:17][C:18]1[CH:23]=[CH:22][C:21]([N:24]2[C:29](=[O:30])[C:28]([CH2:31][C:32]3[CH:37]=[CH:36][C:35]([C:38]4[C:39]([C:44]#[N:45])=[CH:40][CH:41]=[CH:42][CH:43]=4)=[CH:34][CH:33]=3)=[C:27]([CH2:46][CH2:47][CH3:48])[N:26]=[C:25]2[CH3:49])=[CH:20][CH:19]=1)[CH:14]([CH3:16])[CH3:15]. The catalyst is O.C(OCC)(=O)C. The product is [CH2:13]([O:17][C:18]1[CH:19]=[CH:20][C:21]([N:24]2[C:29](=[O:30])[C:28]([CH2:31][C:32]3[CH:33]=[CH:34][C:35]([C:38]4[CH:43]=[CH:42][CH:41]=[CH:40][C:39]=4[C:44]4[NH:3][C:4](=[O:7])[O:5][N:45]=4)=[CH:36][CH:37]=3)=[C:27]([CH2:46][CH2:47][CH3:48])[N:26]=[C:25]2[CH3:49])=[CH:22][CH:23]=1)[CH:14]([CH3:16])[CH3:15]. The yield is 0.400. (7) The reactants are [CH3:1][O:2][C:3]1[CH:4]=[C:5](Br)[CH:6]=[C:7]([O:9][CH3:10])[CH:8]=1.[CH2:12]([NH:16][CH2:17][CH2:18][CH2:19][CH3:20])[CH2:13][CH2:14][CH3:15].C[Si]([N-][Si](C)(C)C)(C)C.[K+]. The catalyst is O1CCOCC1. The product is [CH2:12]([N:16]([CH2:17][CH2:18][CH2:19][CH3:20])[C:8]1[C:3]([O:2][CH3:1])=[CH:4][CH:5]=[CH:6][C:7]=1[O:9][CH3:10])[CH2:13][CH2:14][CH3:15]. The yield is 0.880.